Dataset: Peptide-MHC class I binding affinity with 185,985 pairs from IEDB/IMGT. Task: Regression. Given a peptide amino acid sequence and an MHC pseudo amino acid sequence, predict their binding affinity value. This is MHC class I binding data. (1) The peptide sequence is YTGKYPNL. The MHC is H-2-Db with pseudo-sequence H-2-Db. The binding affinity (normalized) is 0. (2) The peptide sequence is DGAEGINPY. The MHC is HLA-A02:16 with pseudo-sequence HLA-A02:16. The binding affinity (normalized) is 0.0847. (3) The peptide sequence is RYFTVAFLF. The MHC is HLA-B07:02 with pseudo-sequence HLA-B07:02. The binding affinity (normalized) is 0.213.